This data is from CYP2C19 inhibition data for predicting drug metabolism from PubChem BioAssay. The task is: Regression/Classification. Given a drug SMILES string, predict its absorption, distribution, metabolism, or excretion properties. Task type varies by dataset: regression for continuous measurements (e.g., permeability, clearance, half-life) or binary classification for categorical outcomes (e.g., BBB penetration, CYP inhibition). Dataset: cyp2c19_veith. (1) The compound is O=C1CN(C(=O)c2ccc(Br)o2)C(c2ccc(F)cc2)c2cc(Cl)ccc2N1. The result is 1 (inhibitor). (2) The compound is Cc1ccc(S(=O)(=O)NC(=O)Nc2ncn[nH]2)cc1. The result is 0 (non-inhibitor).